Dataset: M1 muscarinic receptor antagonist screen with 61,756 compounds. Task: Binary Classification. Given a drug SMILES string, predict its activity (active/inactive) in a high-throughput screening assay against a specified biological target. The drug is s1c2n(c(c3ccc(OC)cc3)c1)c(=O)cc(n2)C(OC)=O. The result is 0 (inactive).